Task: Predict which catalyst facilitates the given reaction.. Dataset: Catalyst prediction with 721,799 reactions and 888 catalyst types from USPTO (1) Reactant: [CH2:1]([N:8]1[CH2:13][CH2:12][C@@H:11]([CH3:14])[C@@H:10]([NH:15][C:16]2[C:17]3[CH:27]=[CH:26][N:25]([CH2:28][O:29][CH2:30][CH2:31][Si:32]([CH3:35])([CH3:34])[CH3:33])[C:18]=3[N:19]=[CH:20][C:21]=2[C:22]#[C:23]Br)[CH2:9]1)[C:2]1[CH:7]=[CH:6][CH:5]=[CH:4][CH:3]=1.[CH2:36]([Li])CCC.CI.[Cl-].[NH4+]. Product: [CH2:1]([N:8]1[CH2:13][CH2:12][C@@H:11]([CH3:14])[C@@H:10]([NH:15][C:16]2[C:17]3[CH:27]=[CH:26][N:25]([CH2:28][O:29][CH2:30][CH2:31][Si:32]([CH3:35])([CH3:34])[CH3:33])[C:18]=3[N:19]=[CH:20][C:21]=2[C:22]#[C:23][CH3:36])[CH2:9]1)[C:2]1[CH:7]=[CH:6][CH:5]=[CH:4][CH:3]=1. The catalyst class is: 1. (2) Reactant: [CH3:1][S:2][C:3]1[N:8]=[C:7]([C:9]2[C:17]([C:18]3[CH:23]=[CH:22][N:21]=[C:20]([S:24][CH3:25])[N:19]=3)=[C:12]3[CH:13]=[CH:14][CH:15]=[CH:16][N:11]3[N:10]=2)[CH:6]=[CH:5][N:4]=1.C([N-]C(C)C)(C)C.[Li+].CCCCCCC.O1CCCC1.C(C1C=CC=CC=1)C.C(Cl)(Cl)(Cl)[Cl:55]. Product: [Cl:55][C:16]1[N:11]2[N:10]=[C:9]([C:7]3[CH:6]=[CH:5][N:4]=[C:3]([S:2][CH3:1])[N:8]=3)[C:17]([C:18]3[CH:23]=[CH:22][N:21]=[C:20]([S:24][CH3:25])[N:19]=3)=[C:12]2[CH:13]=[CH:14][CH:15]=1. The catalyst class is: 7. (3) Reactant: [OH:1][CH:2]1[C:6]([OH:8])([CH3:7])[CH2:5][N:4]([C:9]2[CH:10]=[C:11]([CH:15]=[CH:16][CH:17]=2)[C:12]([OH:14])=O)[C:3]1=[O:18].[C:19]([O:23][C:24](=[O:39])[NH:25][CH2:26][C:27]1[CH:32]=[CH:31][CH:30]=[C:29]([CH:33]2[CH2:38][CH2:37][NH:36][CH2:35][CH2:34]2)[CH:28]=1)([CH3:22])([CH3:21])[CH3:20].CCN=C=NCCCN(C)C.ON1C2C=CC=CC=2N=N1.CCN(C(C)C)C(C)C. Product: [C:19]([O:23][C:24](=[O:39])[NH:25][CH2:26][C:27]1[CH:32]=[CH:31][CH:30]=[C:29]([CH:33]2[CH2:38][CH2:37][N:36]([C:12](=[O:14])[C:11]3[CH:15]=[CH:16][CH:17]=[C:9]([N:4]4[CH2:5][C:6]([OH:8])([CH3:7])[CH:2]([OH:1])[C:3]4=[O:18])[CH:10]=3)[CH2:35][CH2:34]2)[CH:28]=1)([CH3:22])([CH3:20])[CH3:21]. The catalyst class is: 2. (4) Reactant: [O:1]=[CH:2][C:3]1[CH:11]=[CH:10][C:8]([OH:9])=[C:5]([O:6][CH3:7])[CH:4]=1.C(=O)([O-])[O-].[K+].[K+].CC(C)=O.Br[CH2:23][CH2:24][CH2:25][Cl:26]. Product: [Cl:26][CH2:25][CH2:24][CH2:23][O:9][C:8]1[CH:10]=[CH:11][C:3]([CH:2]=[O:1])=[CH:4][C:5]=1[O:6][CH3:7]. The catalyst class is: 2. (5) Reactant: [CH3:1][C:2]1[N:3]([CH2:28][C:29]([O:31]CC)=[O:30])[C:4]2[CH2:5][CH2:6][C:7]([CH3:27])([CH3:26])[CH2:8][C:9]=2[C:10]=1[S:11][C:12]1[CH:17]=[CH:16][C:15]([S:18]([N:21]2[CH2:25][CH2:24][CH2:23][CH2:22]2)(=[O:20])=[O:19])=[CH:14][CH:13]=1.[OH-].[Na+]. Product: [CH3:1][C:2]1[N:3]([CH2:28][C:29]([OH:31])=[O:30])[C:4]2[CH2:5][CH2:6][C:7]([CH3:27])([CH3:26])[CH2:8][C:9]=2[C:10]=1[S:11][C:12]1[CH:13]=[CH:14][C:15]([S:18]([N:21]2[CH2:22][CH2:23][CH2:24][CH2:25]2)(=[O:20])=[O:19])=[CH:16][CH:17]=1. The catalyst class is: 20.